From a dataset of Full USPTO retrosynthesis dataset with 1.9M reactions from patents (1976-2016). Predict the reactants needed to synthesize the given product. (1) The reactants are: C(P1(=O)OP(CCC)(=O)OP(CCC)(=O)O1)CC.C(OCC)(=O)C.[F:25][CH:26]([F:45])[C:27]1[CH:32]=[CH:31][C:30](/[CH:33]=[CH:34]/[C:35]([OH:37])=O)=[C:29]([CH2:38][N:39]2[N:43]=[N:42][C:41]([CH3:44])=[N:40]2)[CH:28]=1.Cl.[CH3:47][C:48]1[O:52][N:51]=[C:50]([CH:53]2[CH2:58][CH2:57][NH:56][CH2:55][CH2:54]2)[N:49]=1.C(=O)(O)[O-].[Na+]. Given the product [F:45][CH:26]([F:25])[C:27]1[CH:32]=[CH:31][C:30](/[CH:33]=[CH:34]/[C:35]([N:56]2[CH2:55][CH2:54][CH:53]([C:50]3[N:49]=[C:48]([CH3:47])[O:52][N:51]=3)[CH2:58][CH2:57]2)=[O:37])=[C:29]([CH2:38][N:39]2[N:43]=[N:42][C:41]([CH3:44])=[N:40]2)[CH:28]=1, predict the reactants needed to synthesize it. (2) The reactants are: Cl[C:2]1[C:7]([C:8]([F:11])([F:10])[F:9])=[CH:6][N:5]=[C:4]([NH:12][C:13]2[CH:14]=[C:15]([CH:23]=[CH:24][CH:25]=2)[C:16]([O:18][C:19]([CH3:22])([CH3:21])[CH3:20])=[O:17])[N:3]=1.C(O)(=O)C.[NH2:30][CH2:31][C:32]1[C:33]([N:38]([CH3:43])[S:39]([CH3:42])(=[O:41])=[O:40])=[N:34][CH:35]=[CH:36][CH:37]=1. Given the product [CH3:43][N:38]([S:39]([CH3:42])(=[O:41])=[O:40])[C:33]1[C:32]([CH2:31][NH:30][C:2]2[C:7]([C:8]([F:11])([F:10])[F:9])=[CH:6][N:5]=[C:4]([NH:12][C:13]3[CH:14]=[C:15]([CH:23]=[CH:24][CH:25]=3)[C:16]([O:18][C:19]([CH3:22])([CH3:21])[CH3:20])=[O:17])[N:3]=2)=[CH:37][CH:36]=[CH:35][N:34]=1, predict the reactants needed to synthesize it. (3) Given the product [ClH:1].[Cl:1][C:2]1[N:3]=[CH:4][N:5]([C:7]2[CH:8]=[C:9]([C:15]([OH:17])=[O:16])[NH:10][C:11](=[O:13])[CH:12]=2)[CH:6]=1, predict the reactants needed to synthesize it. The reactants are: [Cl:1][C:2]1[N:3]=[CH:4][N:5]([C:7]2[CH:12]=[C:11]([O:13]C)[N:10]=[C:9]([C:15]([O-:17])=[O:16])[CH:8]=2)[CH:6]=1.Cl. (4) Given the product [CH3:6][O:7][C:8]1[CH:13]=[CH:12][C:11]([NH:14][NH:15][C:2]([NH2:3])=[O:1])=[CH:10][CH:9]=1, predict the reactants needed to synthesize it. The reactants are: [O-:1][C:2]#[N:3].[K+].Cl.[CH3:6][O:7][C:8]1[CH:13]=[CH:12][C:11]([NH:14][NH2:15])=[CH:10][CH:9]=1. (5) Given the product [Cl:1][C:2]1[CH:7]=[CH:6][C:5]([CH:8]2[C:17]3[CH:16]=[C:15]([C:18]4[CH:19]=[CH:20][N:21]=[CH:22][CH:23]=4)[S:14][C:13]=3[CH2:12][CH2:11][CH2:10][CH2:9]2)=[CH:4][CH:3]=1, predict the reactants needed to synthesize it. The reactants are: [Cl:1][C:2]1[CH:7]=[CH:6][C:5]([C:8]2(O)[C:17]3[CH:16]=[C:15]([C:18]4[CH:23]=[CH:22][N:21]=[CH:20][CH:19]=4)[S:14][C:13]=3[CH2:12][CH2:11][CH2:10][CH2:9]2)=[CH:4][CH:3]=1.ClCCCl.C([SiH](CC)CC)C.FC(F)(F)S(O)(=O)=O.C([O-])(O)=O.[Na+]. (6) Given the product [C:1]([O:5][C:6]([NH:8][C:9]1[CH:17]=[CH:16][CH:15]=[C:14]2[C:10]=1[CH:11]=[CH:12][N:13]2[C:18]([C:23]1[CH:28]=[CH:27][C:26]([Cl:29])=[CH:25][CH:24]=1)([CH2:33][CH3:34])[C:19]([O:21][CH3:22])=[O:20])=[O:7])([CH3:4])([CH3:2])[CH3:3], predict the reactants needed to synthesize it. The reactants are: [C:1]([O:5][C:6]([NH:8][C:9]1[CH:17]=[CH:16][CH:15]=[C:14]2[C:10]=1[CH:11]=[CH:12][N:13]2[CH:18]([C:23]1[CH:28]=[CH:27][C:26]([Cl:29])=[CH:25][CH:24]=1)[C:19]([O:21][CH3:22])=[O:20])=[O:7])([CH3:4])([CH3:3])[CH3:2].[H-].[Na+].I[CH2:33][CH3:34]. (7) Given the product [N+:1]([C:4]1[CH:14]=[CH:13][CH:12]=[CH:11][C:5]=1[CH:6]=[CH:7][C:8]([O:10][CH3:20])=[O:9])([O-:3])=[O:2], predict the reactants needed to synthesize it. The reactants are: [N+:1]([C:4]1[CH:14]=[CH:13][CH:12]=[CH:11][C:5]=1[CH:6]=[CH:7][C:8]([OH:10])=[O:9])([O-:3])=[O:2].S(=O)(=O)(O)O.[C:20](=O)(O)[O-].[Na+]. (8) Given the product [F:1][C:2]1[CH:10]=[C:9]([C:11]2[N:15]=[C:14]([C:16]3[CH:21]=[CH:20][C:19]([C:22]4[CH:27]=[CH:26][CH:25]=[CH:24][C:23]=4[CH3:28])=[C:18]([CH2:29][O:30][CH3:31])[CH:17]=3)[O:13][N:12]=2)[CH:8]=[CH:7][C:3]=1[C:4]([Cl:35])=[O:5], predict the reactants needed to synthesize it. The reactants are: [F:1][C:2]1[CH:10]=[C:9]([C:11]2[N:15]=[C:14]([C:16]3[CH:21]=[CH:20][C:19]([C:22]4[CH:27]=[CH:26][CH:25]=[CH:24][C:23]=4[CH3:28])=[C:18]([CH2:29][O:30][CH3:31])[CH:17]=3)[O:13][N:12]=2)[CH:8]=[CH:7][C:3]=1[C:4](O)=[O:5].C(Cl)(=O)C([Cl:35])=O.CN(C=O)C. (9) The reactants are: FC(F)(F)C(O)=O.[O:8]([CH2:15][CH2:16][CH:17]1[CH2:22][CH2:21][NH:20][CH2:19][CH2:18]1)[C:9]1[CH:14]=[CH:13][CH:12]=[CH:11][CH:10]=1.[Br:23][C:24]1[C:25](=[O:38])[N:26]([C:32]2[CH:37]=[CH:36][CH:35]=[CH:34][CH:33]=2)[N:27]([CH3:31])[C:28]=1[CH2:29]Br.C(N(C(C)C)CC)(C)C. Given the product [Br:23][C:24]1[C:25](=[O:38])[N:26]([C:32]2[CH:33]=[CH:34][CH:35]=[CH:36][CH:37]=2)[N:27]([CH3:31])[C:28]=1[CH2:29][N:20]1[CH2:19][CH2:18][CH:17]([CH2:16][CH2:15][O:8][C:9]2[CH:14]=[CH:13][CH:12]=[CH:11][CH:10]=2)[CH2:22][CH2:21]1, predict the reactants needed to synthesize it.